Dataset: Forward reaction prediction with 1.9M reactions from USPTO patents (1976-2016). Task: Predict the product of the given reaction. (1) Given the reactants [NH2:1][C:2]1[N:7]=[C:6]([NH:8][C@@H:9]2[CH2:13][C@H:12]([CH2:14][OH:15])[CH:11]=[CH:10]2)[C:5]([NH:16][CH:17]=O)=[C:4]([Cl:19])[N:3]=1.C(OC(OCC)OCC)C.[ClH:30], predict the reaction product. The product is: [ClH:19].[NH2:1][C:2]1[N:7]=[C:6]2[C:5]([N:16]=[C:17]([Cl:30])[N:8]2[C@@H:9]2[CH2:13][C@H:12]([CH2:14][OH:15])[CH:11]=[CH:10]2)=[CH:4][N:3]=1. (2) Given the reactants CC([O:4][C@@H:5]1[C@@H:10]([O:11]C(C)=O)[C@@H:9]([O:15]C(C)=O)[C@@H:8]2[NH:19][C:20]([C:22]3[C:27]([C@H:7]2[CH2:6]1)=[CH:26][C:25]1[O:28][CH2:29][O:30][C:24]=1[CH:23]=3)=[O:21])=O.C(=O)([O-])[O-].[K+].[K+], predict the reaction product. The product is: [CH:26]1[C:27]2[C:7]3=[CH:6][C@H:5]([OH:4])[C@@H:10]([OH:11])[C@@H:9]([OH:15])[C@@H:8]3[NH:19][C:20](=[O:21])[C:22]=2[CH:23]=[C:24]2[O:30][CH2:29][O:28][C:25]=12.